This data is from Reaction yield outcomes from USPTO patents with 853,638 reactions. The task is: Predict the reaction yield, written as a fraction of the theoretical maximum amount of product (1.0 means a 100% yield; for example, 0.34 means a 34% yield). The yield is 0.700. The reactants are [C:1]([C:5]1[CH:10]=[CH:9][C:8]([C:11]([C:13]2[NH:17][CH:16]=[N:15][CH:14]=2)=[O:12])=[CH:7][CH:6]=1)([CH3:4])([CH3:3])[CH3:2].[H-].[Na+].Br[CH2:21][CH2:22][CH2:23][NH:24][C:25](=[O:31])[O:26][C:27]([CH3:30])([CH3:29])[CH3:28].O. The catalyst is CN(C=O)C. The product is [C:1]([C:5]1[CH:6]=[CH:7][C:8]([C:11]([C:13]2[N:17]([CH2:21][CH2:22][CH2:23][NH:24][C:25](=[O:31])[O:26][C:27]([CH3:30])([CH3:29])[CH3:28])[CH:16]=[N:15][CH:14]=2)=[O:12])=[CH:9][CH:10]=1)([CH3:4])([CH3:2])[CH3:3].